This data is from Reaction yield outcomes from USPTO patents with 853,638 reactions. The task is: Predict the reaction yield, written as a fraction of the theoretical maximum amount of product (1.0 means a 100% yield; for example, 0.34 means a 34% yield). (1) The reactants are [C:1]([N:4]([C:29]1[CH:34]=[CH:33][C:32]([Cl:35])=[CH:31][CH:30]=1)[C@H:5]1[C:14]2[C:9](=[CH:10][CH:11]=[CH:12][CH:13]=2)[N:8]([C:15]([C:17]2[CH:22]=[CH:21][C:20]([CH:23]=[CH:24][C:25]([OH:27])=[O:26])=[CH:19][CH:18]=2)=[O:16])[C@@H:7]([CH3:28])[CH2:6]1)(=[O:3])[CH3:2]. The catalyst is CCO.C(Cl)Cl.[Pd]. The product is [C:1]([N:4]([C:29]1[CH:30]=[CH:31][C:32]([Cl:35])=[CH:33][CH:34]=1)[C@H:5]1[C:14]2[C:9](=[CH:10][CH:11]=[CH:12][CH:13]=2)[N:8]([C:15]([C:17]2[CH:22]=[CH:21][C:20]([CH2:23][CH2:24][C:25]([OH:27])=[O:26])=[CH:19][CH:18]=2)=[O:16])[C@@H:7]([CH3:28])[CH2:6]1)(=[O:3])[CH3:2]. The yield is 0.990. (2) The reactants are [Cl:1][C:2]1[CH:3]=[C:4]([NH:10][C:11](=[O:21])[CH2:12][CH:13]([CH2:17][N+:18]([O-])=O)[CH:14]([CH3:16])[CH3:15])[CH:5]=[CH:6][C:7]=1[C:8]#[N:9].[Cl-].[Ca+2].[Cl-].CO.O. The catalyst is [Cl-].[Na+].O.[Fe]. The product is [NH2:18][CH2:17][CH:13]([CH:14]([CH3:16])[CH3:15])[CH2:12][C:11]([NH:10][C:4]1[CH:5]=[CH:6][C:7]([C:8]#[N:9])=[C:2]([Cl:1])[CH:3]=1)=[O:21]. The yield is 0.0530. (3) The reactants are [C:1]([C:3]1[CH:4]=[C:5]([NH:9][C:10](=[O:12])[CH3:11])[CH:6]=[CH:7][CH:8]=1)#[N:2].[C:13](OC)(=[O:21])[C:14]1[C:15](=[CH:17][CH:18]=[CH:19][CH:20]=1)[SH:16].C(N(CC)CC)C. The catalyst is C1(C)C=CC=CC=1. The product is [O:21]=[C:13]1[C:14]2[CH:20]=[CH:19][CH:18]=[CH:17][C:15]=2[S:16][C:1]([C:3]2[CH:4]=[C:5]([NH:9][C:10](=[O:12])[CH3:11])[CH:6]=[CH:7][CH:8]=2)=[N:2]1. The yield is 0.0200.